The task is: Predict the product of the given reaction.. This data is from Forward reaction prediction with 1.9M reactions from USPTO patents (1976-2016). Given the reactants [F:1][C:2]1[CH:9]=[C:8]([O:10][CH3:11])[CH:7]=[CH:6][C:3]=1[CH:4]=O.C([O-])(=O)C.[NH4+].[N+:17]([CH3:20])([O-:19])=[O:18], predict the reaction product. The product is: [F:1][C:2]1[CH:9]=[C:8]([O:10][CH3:11])[CH:7]=[CH:6][C:3]=1/[CH:4]=[CH:20]/[N+:17]([O-:19])=[O:18].